From a dataset of Forward reaction prediction with 1.9M reactions from USPTO patents (1976-2016). Predict the product of the given reaction. (1) The product is: [Cl:1][C:2]1[CH:10]=[C:9]2[C:5]([C:6]([C:11]([N:13]3[CH2:18][CH2:17][C:16]4([C:22]5[CH:23]=[CH:24][C:25]([F:27])=[CH:26][C:21]=5[C:20](=[O:28])[O:19]4)[CH2:15][CH2:14]3)=[O:12])=[CH:7][N:8]2[CH2:30][CH2:31][C:32]2[CH:37]=[CH:36][N:35]=[CH:34][CH:33]=2)=[CH:4][CH:3]=1. Given the reactants [Cl:1][C:2]1[CH:10]=[C:9]2[C:5]([C:6]([C:11]([N:13]3[CH2:18][CH2:17][C:16]4([C:22]5[CH:23]=[CH:24][C:25]([F:27])=[CH:26][C:21]=5[C:20](=[O:28])[O:19]4)[CH2:15][CH2:14]3)=[O:12])=[CH:7][NH:8]2)=[CH:4][CH:3]=1.Br[CH2:30][CH2:31][C:32]1[CH:37]=[CH:36][N:35]=[CH:34][CH:33]=1, predict the reaction product. (2) Given the reactants [C:1]([C:4]1[CH:5]=[C:6]([C:14]2[NH:15][C:16](=[O:31])[C:17]3[C:18](=[C:20]([CH2:29][CH3:30])[N:21]([CH:23]4[CH2:26][N:25]([CH2:27][CH3:28])[CH2:24]4)[N:22]=3)[N:19]=2)[C:7]([O:10][CH2:11][CH2:12][CH3:13])=[N:8][CH:9]=1)(=[O:3])[CH3:2].[C:32](=O)([O-])[O-].[Cs+].[Cs+], predict the reaction product. The product is: [C:1]([C:4]1[CH:5]=[C:6]([C:14]2[NH:15][C:16](=[O:31])[C:17]3[C:18](=[C:20]([CH2:29][CH3:30])[N:21]([CH:23]4[CH2:26][N:25]([CH2:27][CH3:28])[CH2:24]4)[N:22]=3)[N:19]=2)[C:7]([O:10][CH2:11][CH2:12][CH2:13][CH3:32])=[N:8][CH:9]=1)(=[O:3])[CH3:2]. (3) Given the reactants Cl[CH2:2][CH2:3][CH2:4][O:5][C:6]1[CH:15]=[C:14]2[C:9]([C:10]([C:16]3[C:20]([C:21]4[CH:26]=[CH:25][CH:24]=[CH:23][N:22]=4)=[N:19][N:18]4[CH2:27][CH2:28][CH2:29][C:17]=34)=[CH:11][CH:12]=[N:13]2)=[CH:8][CH:7]=1.[I-].[Na+].[CH3:32][NH:33][CH3:34].O1CCCC1, predict the reaction product. The product is: [CH3:32][N:33]([CH3:34])[CH2:2][CH2:3][CH2:4][O:5][C:6]1[CH:15]=[C:14]2[C:9]([C:10]([C:16]3[C:20]([C:21]4[CH:26]=[CH:25][CH:24]=[CH:23][N:22]=4)=[N:19][N:18]4[CH2:27][CH2:28][CH2:29][C:17]=34)=[CH:11][CH:12]=[N:13]2)=[CH:8][CH:7]=1. (4) Given the reactants [NH2:1][C@@H:2]1[CH2:6][CH2:5][N:4]([C:7](OC(C)(C)C)=O)[CH2:3]1.C([N:16](CC)CC)C.[Cl:21][C:22]1[CH:27]=[CH:26][C:25]([Cl:28])=[CH:24][C:23]=1[S:29](Cl)(=[O:31])=[O:30].CCN(C(C)C)C(C)C.BrC#N, predict the reaction product. The product is: [Cl:21][C:22]1[CH:27]=[CH:26][C:25]([Cl:28])=[CH:24][C:23]=1[S:29]([NH:1][C@@H:2]1[CH2:6][CH2:5][N:4]([C:7]#[N:16])[CH2:3]1)(=[O:31])=[O:30]. (5) Given the reactants [F:1][C:2]1[CH:7]=[CH:6][C:5]([CH2:8][CH:9]2[CH2:18][CH2:17][C:12]3(OCC[O:13]3)[CH2:11][CH2:10]2)=[CH:4][CH:3]=1.Cl, predict the reaction product. The product is: [F:1][C:2]1[CH:3]=[CH:4][C:5]([CH2:8][CH:9]2[CH2:18][CH2:17][C:12](=[O:13])[CH2:11][CH2:10]2)=[CH:6][CH:7]=1. (6) Given the reactants [Br:1][C:2]1[N:3]=[C:4]([C:7]([NH:9][C@@H:10]([CH3:15])[C:11]([F:14])([F:13])[F:12])=O)[S:5][CH:6]=1.COC1C=CC(P2(SP(C3C=CC(OC)=CC=3)(=S)S2)=[S:25])=CC=1, predict the reaction product. The product is: [Br:1][C:2]1[N:3]=[C:4]([C:7](=[S:25])[NH:9][C@@H:10]([CH3:15])[C:11]([F:14])([F:13])[F:12])[S:5][CH:6]=1. (7) Given the reactants [C:1]([OH:10])(=O)[C:2]1[C:3](=[CH:5][CH:6]=[CH:7][CH:8]=1)[NH2:4].[CH:11]([NH2:14])([CH3:13])[CH3:12].[CH:15](=O)[C:16]1[CH:21]=[CH:20][C:19]([O:22][CH3:23])=[CH:18][CH:17]=1.Cl[CH2:26][CH2:27][CH2:28]Br.[NH:30]1[CH2:35][CH2:34]C[CH2:32][CH2:31]1, predict the reaction product. The product is: [CH:11]([N:14]1[C:1](=[O:10])[C:2]2[C:3](=[CH:5][CH:6]=[CH:7][CH:8]=2)[N:4]=[C:15]1[C:16]1[CH:21]=[CH:20][C:19]([O:22][CH2:23][CH2:32][CH2:31][N:30]2[CH2:35][CH2:34][CH2:28][CH2:27][CH2:26]2)=[CH:18][CH:17]=1)([CH3:13])[CH3:12].